Dataset: Full USPTO retrosynthesis dataset with 1.9M reactions from patents (1976-2016). Task: Predict the reactants needed to synthesize the given product. Given the product [CH:1]1([N:6]2[C:15]3[N:14]=[C:13]([C:16]4[CH:21]=[CH:20][N+:19]([O-:34])=[CH:18][CH:17]=4)[N:12]=[CH:11][C:10]=3[N:9]([CH3:22])[C:8](=[O:23])[C@H:7]2[CH2:24][CH3:25])[CH2:2][CH2:3][CH2:4][CH2:5]1, predict the reactants needed to synthesize it. The reactants are: [CH:1]1([N:6]2[C:15]3[N:14]=[C:13]([C:16]4[CH:21]=[CH:20][N:19]=[CH:18][CH:17]=4)[N:12]=[CH:11][C:10]=3[N:9]([CH3:22])[C:8](=[O:23])[C@H:7]2[CH2:24][CH3:25])[CH2:5][CH2:4][CH2:3][CH2:2]1.C1C=C(Cl)C=C(C(OO)=[O:34])C=1.[O-]S(S([O-])=O)=O.[Na+].[Na+].